Dataset: Rat liver microsome stability data. Task: Regression/Classification. Given a drug SMILES string, predict its absorption, distribution, metabolism, or excretion properties. Task type varies by dataset: regression for continuous measurements (e.g., permeability, clearance, half-life) or binary classification for categorical outcomes (e.g., BBB penetration, CYP inhibition). Dataset: rlm. (1) The molecule is O=C1Nc2cc(Cl)ccc2Nc2cscc21. The result is 1 (stable in rat liver microsomes). (2) The molecule is Cc1cccc(N2CCN(C(=O)c3ccc4c(c3)C(O)CCCCCN4C)CC2)c1. The result is 1 (stable in rat liver microsomes). (3) The compound is CNc1oc(-c2cccc(Cl)c2Cl)nc1C#N. The result is 1 (stable in rat liver microsomes). (4) The molecule is NS(=O)(=O)c1ccc(-c2cnn3cc(-c4ccc(OCCN5CCCCC5)cc4)cnc23)c2ccccc12. The result is 0 (unstable in rat liver microsomes).